From a dataset of Catalyst prediction with 721,799 reactions and 888 catalyst types from USPTO. Predict which catalyst facilitates the given reaction. (1) The catalyst class is: 19. Product: [CH3:1][S:2]([C:5]1[CH:50]=[CH:49][CH:48]=[CH:47][C:6]=1[CH2:7][NH:8][C:9](=[O:46])[CH:10]([NH:20][C:21]1[CH:22]=[C:23]2[C:28](=[CH:29][CH:30]=1)[C:27]([N:31]([C:39]([O:41][C:42]([CH3:45])([CH3:44])[CH3:43])=[O:40])[C:32]([O:34][C:35]([CH3:37])([CH3:38])[CH3:36])=[O:33])=[N:26][CH:25]=[CH:24]2)[C:11]1[CH:16]=[CH:15][CH:14]=[C:13]([CH2:17][CH2:18][CH3:19])[CH:12]=1)(=[O:4])=[O:3]. Reactant: [CH3:1][S:2]([C:5]1[CH:50]=[CH:49][CH:48]=[CH:47][C:6]=1[CH2:7][NH:8][C:9](=[O:46])[CH:10]([NH:20][C:21]1[CH:22]=[C:23]2[C:28](=[CH:29][CH:30]=1)[C:27]([N:31]([C:39]([O:41][C:42]([CH3:45])([CH3:44])[CH3:43])=[O:40])[C:32]([O:34][C:35]([CH3:38])([CH3:37])[CH3:36])=[O:33])=[N:26][CH:25]=[CH:24]2)[C:11]1[CH:16]=[CH:15][CH:14]=[C:13]([CH2:17][CH:18]=[CH2:19])[CH:12]=1)(=[O:4])=[O:3]. (2) Reactant: S(Cl)([Cl:3])=O.[Cl-:5].[CH2:6]([NH+:8]([CH2:15][CH3:16])[CH2:9][CH2:10][NH2+:11][CH2:12][CH2:13]O)[CH3:7].[Cl-]. Product: [Cl-:3].[Cl:5][CH2:13][CH2:12][NH2+:11][CH2:10][CH2:9][NH+:8]([CH2:15][CH3:16])[CH2:6][CH3:7].[Cl-:3]. The catalyst class is: 4. (3) Reactant: [Br:1][C:2]1[CH:10]=[CH:9][C:5]([C:6]([OH:8])=[O:7])=[C:4](F)[CH:3]=1.[CH2:12]([Mg]Br)[CH3:13]. Product: [Br:1][C:2]1[CH:10]=[CH:9][C:5]([C:6]([OH:8])=[O:7])=[C:4]([CH2:12][CH3:13])[CH:3]=1. The catalyst class is: 7. (4) Reactant: [NH2:1][C:2]1[CH:7]=[CH:6][C:5]([CH3:8])=[CH:4][N:3]=1.[Cl:9][C:10]1[CH:19]=[CH:18][C:13]([C:14](=O)[CH2:15]Br)=[CH:12][CH:11]=1.[OH-].[Na+]. Product: [Cl:9][C:10]1[CH:19]=[CH:18][C:13]([C:14]2[N:1]=[C:2]3[CH:7]=[CH:6][C:5]([CH3:8])=[CH:4][N:3]3[CH:15]=2)=[CH:12][CH:11]=1. The catalyst class is: 8. (5) Reactant: [Cl:1][C:2]1[N:7]=[C:6]([CH2:8][N:9]2[C:17](=[O:18])[C:16]3[C:11](=[CH:12][CH:13]=[CH:14][CH:15]=3)[C:10]2=[O:19])[CH:5]=[C:4](Cl)[N:3]=1.[F:21][C:22]([F:29])([F:28])[CH:23]1[CH2:25][CH:24]1[CH2:26][OH:27].C(Cl)(Cl)Cl.CC1(C)C2C(=C(P(C3C=CC=CC=3)C3C=CC=CC=3)C=CC=2)OC2C(P(C3C=CC=CC=3)C3C=CC=CC=3)=CC=CC1=2.C([O-])([O-])=O.[Cs+].[Cs+]. Product: [Cl:1][C:2]1[N:7]=[C:6]([CH2:8][N:9]2[C:17](=[O:18])[C:16]3[C:11](=[CH:12][CH:13]=[CH:14][CH:15]=3)[C:10]2=[O:19])[CH:5]=[C:4]([O:27][CH2:26][CH:24]2[CH2:25][CH:23]2[C:22]([F:29])([F:28])[F:21])[N:3]=1. The catalyst class is: 101. (6) Reactant: [CH3:1][O:2][CH2:3][CH2:4][CH2:5][CH2:6][N:7]1[C:15]2[C:14](=[O:16])[CH2:13][CH2:12][CH2:11][C:10]=2[CH:9]=[C:8]1[C:17]([O:19]CC)=[O:18].O.[OH-].[Li+]. Product: [CH3:1][O:2][CH2:3][CH2:4][CH2:5][CH2:6][N:7]1[C:15]2[C:14](=[O:16])[CH2:13][CH2:12][CH2:11][C:10]=2[CH:9]=[C:8]1[C:17]([OH:19])=[O:18]. The catalyst class is: 40. (7) Reactant: [NH:1]1[C:9]2[C:4](=[CH:5][C:6]([C:10]#[N:11])=[CH:7][CH:8]=2)[CH:3]=[N:2]1.[Br:12]Br.Cl. Product: [Br:12][C:3]1[C:4]2[C:9](=[CH:8][CH:7]=[C:6]([C:10]#[N:11])[CH:5]=2)[NH:1][N:2]=1. The catalyst class is: 273. (8) Product: [C:1]1([C:7]2[C:16]3[C:11](=[CH:12][CH:13]=[CH:14][CH:15]=3)[N:10]=[CH:9][C:8]=2[C:17](=[O:19])[CH3:23])[CH:6]=[CH:5][CH:4]=[CH:3][CH:2]=1. The catalyst class is: 1. Reactant: [C:1]1([C:7]2[C:16]3[C:11](=[CH:12][CH:13]=[CH:14][CH:15]=3)[N:10]=[CH:9][C:8]=2[C:17]([O:19]CC)=O)[CH:6]=[CH:5][CH:4]=[CH:3][CH:2]=1.Cl.[CH3:23]NOC.C[Mg]Br.CCOCC.Cl.C([O-])(O)=O.[Na+]. (9) Reactant: Cl[C:2]1[C:11]([N+:12]([O-:14])=[O:13])=[CH:10][C:5]([C:6]([O:8][CH3:9])=[O:7])=[C:4]([CH3:15])[CH:3]=1.[SH-:16].[Na+]. Product: [SH:16][C:2]1[C:11]([N+:12]([O-:14])=[O:13])=[CH:10][C:5]([C:6]([O:8][CH3:9])=[O:7])=[C:4]([CH3:15])[CH:3]=1. The catalyst class is: 5.